This data is from Peptide-MHC class II binding affinity with 134,281 pairs from IEDB. The task is: Regression. Given a peptide amino acid sequence and an MHC pseudo amino acid sequence, predict their binding affinity value. This is MHC class II binding data. (1) The peptide sequence is YVENGLISRVLDGLV. The MHC is DRB1_0802 with pseudo-sequence DRB1_0802. The binding affinity (normalized) is 0.460. (2) The peptide sequence is LLEAKEAENITTGCA. The MHC is DRB1_0401 with pseudo-sequence DRB1_0401. The binding affinity (normalized) is 0.121. (3) The peptide sequence is HTLMSIVSSLHLSIR. The MHC is DRB1_1501 with pseudo-sequence DRB1_1501. The binding affinity (normalized) is 0.946. (4) The peptide sequence is KLRFWFKKEIFDKQL. The MHC is DRB1_0101 with pseudo-sequence DRB1_0101. The binding affinity (normalized) is 0.646. (5) The peptide sequence is VFVIREPFISCSHLE. The MHC is DRB4_0101 with pseudo-sequence DRB4_0103. The binding affinity (normalized) is 0.269. (6) The peptide sequence is YPKFLANVSTVLTGK. The MHC is DRB1_1101 with pseudo-sequence DRB1_1101. The binding affinity (normalized) is 0.557.